From a dataset of Full USPTO retrosynthesis dataset with 1.9M reactions from patents (1976-2016). Predict the reactants needed to synthesize the given product. (1) The reactants are: [Cl:1][C:2]1[CH:3]=[C:4]([C@H:9]2[C@H:14]([N:15]([CH3:30])[C:16]([C:18]3[CH:23]=[CH:22][C:21]([N:24]4[CH2:29][CH2:28][O:27][CH2:26][CH2:25]4)=[CH:20][CH:19]=3)=[O:17])[CH2:13][CH2:12][N:11]([C:31]([C@H:33]3[CH2:38][CH2:37][O:36][CH2:35][C@H:34]3[NH:39]C(=O)OC(C)(C)C)=[O:32])[CH2:10]2)[CH:5]=[CH:6][C:7]=1[Cl:8]. Given the product [ClH:1].[NH2:39][C@H:34]1[C@@H:33]([C:31]([N:11]2[CH2:12][CH2:13][C@@H:14]([N:15]([CH3:30])[C:16](=[O:17])[C:18]3[CH:19]=[CH:20][C:21]([N:24]4[CH2:29][CH2:28][O:27][CH2:26][CH2:25]4)=[CH:22][CH:23]=3)[C@H:9]([C:4]3[CH:5]=[CH:6][C:7]([Cl:8])=[C:2]([Cl:1])[CH:3]=3)[CH2:10]2)=[O:32])[CH2:38][CH2:37][O:36][CH2:35]1, predict the reactants needed to synthesize it. (2) Given the product [Cl:1][CH2:2][C:3]([N:9]1[CH2:10][CH2:11][C@@H:7]([F:6])[CH2:8]1)=[O:4], predict the reactants needed to synthesize it. The reactants are: [Cl:1][CH2:2][C:3](Cl)=[O:4].[F:6][C@@H:7]1[CH2:11][CH2:10][NH:9][CH2:8]1.C(N(CC)CC)C.O. (3) Given the product [CH3:17][O:18][C:19](=[O:39])[CH2:20][CH2:21][C:22]1[CH:27]=[CH:26][C:25]([O:28][CH2:29][CH2:30][CH:31]([O:16][C:5]2[CH:4]=[CH:3][C:2]([Br:1])=[CH:7][C:6]=2[C:8](=[O:9])[C:10]2[CH:15]=[CH:14][CH:13]=[CH:12][CH:11]=2)[CH3:32])=[CH:24][C:23]=1[CH3:38], predict the reactants needed to synthesize it. The reactants are: [Br:1][C:2]1[CH:3]=[CH:4][C:5]([OH:16])=[C:6]([C:8]([C:10]2[CH:15]=[CH:14][CH:13]=[CH:12][CH:11]=2)=[O:9])[CH:7]=1.[CH3:17][O:18][C:19](=[O:39])[CH2:20][CH2:21][C:22]1[CH:27]=[CH:26][C:25]([O:28][CH2:29][CH2:30][CH:31](OS(C)(=O)=O)[CH3:32])=[CH:24][C:23]=1[CH3:38].C([O-])([O-])=O.[Cs+].[Cs+].Cl. (4) Given the product [F:37][CH:9]([F:8])[CH2:10][NH:11][C:12]1[N:13]=[C:14]2[CH2:36][CH2:35][N:34]([C:2](=[O:1])[CH3:4])[CH2:33][C:15]2=[N:16][C:17]=1[N:18]1[CH2:19][CH2:20][CH:21]([O:24][C:25]2[CH:30]=[CH:29][C:28]([F:31])=[CH:27][C:26]=2[F:32])[CH2:22][CH2:23]1.[C:2]([OH:3])([C:4]([F:7])([F:6])[F:5])=[O:1], predict the reactants needed to synthesize it. The reactants are: [OH:1][C:2]([C:4]([F:7])([F:6])[F:5])=[O:3].[F:8][CH:9]([F:37])[CH2:10][NH:11][C:12]1[N:13]=[C:14]2[CH2:36][CH2:35][NH:34][CH2:33][C:15]2=[N:16][C:17]=1[N:18]1[CH2:23][CH2:22][CH:21]([O:24][C:25]2[CH:30]=[CH:29][C:28]([F:31])=[CH:27][C:26]=2[F:32])[CH2:20][CH2:19]1.C(OC(=O)C)(=O)C.CCN(C(C)C)C(C)C. (5) Given the product [CH3:1][CH:2]1[NH:7][CH:6]([CH2:8][NH:9][C:10](=[O:16])[O:11][C:12]([CH3:15])([CH3:14])[CH3:13])[CH2:5][CH2:4][CH2:3]1, predict the reactants needed to synthesize it. The reactants are: [CH3:1][C:2]1[N:7]=[C:6]([CH2:8][NH:9][C:10](=[O:16])[O:11][C:12]([CH3:15])([CH3:14])[CH3:13])[CH:5]=[CH:4][CH:3]=1.[H][H]. (6) Given the product [N+:32]([O-:56])([O:34][C@H:35]1[CH:52]2[C@:47]([CH3:54])([CH2:48][CH2:49][C:50](=[O:53])[CH2:51]2)[C@@H:46]2[C@H:37]([C@H:38]3[C@@:42]([CH2:44][CH2:45]2)([CH3:43])[C:41](=[O:55])[CH2:40][CH2:39]3)[CH2:36]1)=[O:33], predict the reactants needed to synthesize it. The reactants are: [N+]([O-])(O[C@@H]1C2[C@](C)(CCCC2)[C@@H]2[C@H]([C@H]3[C@@](CC2)(C)C24OCCOC2(OCCO4)C3)C1)=O.[N+:32]([O-:56])([O:34][C@@H:35]1[CH:52]2[C@:47]([CH3:54])([CH2:48][CH2:49][C:50](=[O:53])[CH2:51]2)[C@@H:46]2[C@H:37]([C@H:38]3[C@@:42]([CH2:44][CH2:45]2)([CH3:43])[C:41](=[O:55])[CH2:40][CH2:39]3)[CH2:36]1)=[O:33].